Dataset: Reaction yield outcomes from USPTO patents with 853,638 reactions. Task: Predict the reaction yield, written as a fraction of the theoretical maximum amount of product (1.0 means a 100% yield; for example, 0.34 means a 34% yield). (1) The reactants are Cl.[Cl:2][C:3]1[CH:4]=[C:5]2[C:9](=[CH:10][CH:11]=1)[NH:8][CH:7]=[C:6]2[CH2:12][CH2:13][NH2:14].[C:15]1([C:24]2[CH:29]=[CH:28][CH:27]=[CH:26][CH:25]=2)[CH:20]=[CH:19][C:18]([C:21](Cl)=[O:22])=[CH:17][CH:16]=1.C(N(CC)CC)C. The catalyst is ClCCl. The product is [Cl:2][C:3]1[CH:4]=[C:5]2[C:9](=[CH:10][CH:11]=1)[NH:8][CH:7]=[C:6]2[CH2:12][CH2:13][NH:14][C:21]([C:18]1[CH:19]=[CH:20][C:15]([C:24]2[CH:25]=[CH:26][CH:27]=[CH:28][CH:29]=2)=[CH:16][CH:17]=1)=[O:22]. The yield is 0.790. (2) The product is [Cl:1][C:2]1[CH:14]=[C:13]2[C:5]([C:6]3[CH2:7][CH2:8][CH2:9][C:10](=[O:22])[C:11]=3[NH:12]2)=[CH:4][C:3]=1[F:23]. The yield is 0.920. The reactants are [Cl:1][C:2]1[CH:14]=[C:13]2[C:5]([C:6]3[CH2:7][CH2:8][CH2:9][C:10](=[O:22])[C:11]=3[N:12]2C(OC(C)(C)C)=O)=[CH:4][C:3]=1[F:23].C(O)(C(F)(F)F)=O.C([O-])(O)=O.[Na+]. The catalyst is C(Cl)Cl. (3) The reactants are [CH3:1][C:2]1[S:6][C:5]([C:7]2[CH:12]=[CH:11][CH:10]=[CH:9][CH:8]=2)=[N:4][C:3]=1[CH2:13][O:14][C:15]1[CH:30]=[CH:29][C:18]([CH2:19][O:20][C:21]2[C:26]([CH2:27]O)=[CH:25][CH:24]=[CH:23][N:22]=2)=[CH:17][CH:16]=1.[CH2:31]([N:33](CC)CC)C.CS(Cl)(=O)=O.[C-]#N.[Na+]. The catalyst is O.CS(C)=O.C(OCC)(=O)C. The product is [CH3:1][C:2]1[S:6][C:5]([C:7]2[CH:8]=[CH:9][CH:10]=[CH:11][CH:12]=2)=[N:4][C:3]=1[CH2:13][O:14][C:15]1[CH:16]=[CH:17][C:18]([CH2:19][O:20][C:21]2[C:26]([CH2:27][C:31]#[N:33])=[CH:25][CH:24]=[CH:23][N:22]=2)=[CH:29][CH:30]=1. The yield is 0.680. (4) The reactants are [F-].C([N+](CCCC)(CCCC)CCCC)CCC.[F:19][C:20]([F:30])([F:29])[C:21]1[CH:28]=[CH:27][CH:26]=[CH:25][C:22]=1[CH:23]=[O:24].[F:31][C:32]([Si](C)(C)C)([F:34])[F:33].Cl. The catalyst is C1COCC1. The product is [F:19][C:20]([F:29])([F:30])[C:21]1[CH:28]=[CH:27][CH:26]=[CH:25][C:22]=1[CH:23]([OH:24])[C:32]([F:34])([F:33])[F:31]. The yield is 0.900. (5) The reactants are [CH2:1]([O:3][C:4]([C:6]1[S:7][C:8]2[C:14](=O)[CH2:13][CH2:12][CH2:11][C:9]=2[N:10]=1)=[O:5])[CH3:2].[CH3:16]N(C=O)C.CC(N(C)C)=O.Cl.[NH:28]([C:32]1[CH:33]=[C:34]([S:38]([NH2:41])(=[O:40])=[O:39])[CH:35]=[CH:36][CH:37]=1)[C:29]([NH2:31])=[NH:30].C(=O)([O-])[O-].[K+].[K+]. The catalyst is O. The product is [CH2:1]([O:3][C:4]([C:6]1[S:7][C:8]2[C:14]3[N:31]=[C:29]([NH:28][C:32]4[CH:37]=[CH:36][CH:35]=[C:34]([S:38](=[O:39])(=[O:40])[NH2:41])[CH:33]=4)[N:30]=[CH:16][C:13]=3[CH2:12][CH2:11][C:9]=2[N:10]=1)=[O:5])[CH3:2]. The yield is 0.240. (6) The reactants are C[O:2][C:3](=[O:17])[C:4]1[CH:9]=[C:8]([O:10][C:11]([F:14])([F:13])[F:12])[C:7]([Br:15])=[CH:6][C:5]=1[Cl:16].O.[OH-].[Li+]. The catalyst is CO. The product is [Br:15][C:7]1[C:8]([O:10][C:11]([F:12])([F:13])[F:14])=[CH:9][C:4]([C:3]([OH:17])=[O:2])=[C:5]([Cl:16])[CH:6]=1. The yield is 1.00.